Regression. Given two drug SMILES strings and cell line genomic features, predict the synergy score measuring deviation from expected non-interaction effect. From a dataset of NCI-60 drug combinations with 297,098 pairs across 59 cell lines. Drug 1: CC1=C(C=C(C=C1)NC(=O)C2=CC=C(C=C2)CN3CCN(CC3)C)NC4=NC=CC(=N4)C5=CN=CC=C5. Drug 2: CS(=O)(=O)CCNCC1=CC=C(O1)C2=CC3=C(C=C2)N=CN=C3NC4=CC(=C(C=C4)OCC5=CC(=CC=C5)F)Cl. Cell line: 786-0. Synergy scores: CSS=5.32, Synergy_ZIP=-2.53, Synergy_Bliss=-3.66, Synergy_Loewe=-8.97, Synergy_HSA=-5.20.